Dataset: Full USPTO retrosynthesis dataset with 1.9M reactions from patents (1976-2016). Task: Predict the reactants needed to synthesize the given product. (1) Given the product [CH:8]1([NH:11][C:12](=[O:40])[C:13]2[CH:18]=[CH:17][C:16]([C:19]3[N:23]4[CH:24]=[C:25]([C:32]([N:34]5[CH2:39][CH2:38][CH2:37][CH2:36][CH2:35]5)=[O:33])[N:26]=[C:27]([NH:48][CH2:47][CH:44]5[CH2:45][CH2:46][O:41][CH2:42][CH2:43]5)[C:22]4=[N:21][CH:20]=3)=[CH:15][CH:14]=2)[CH2:10][CH2:9]1, predict the reactants needed to synthesize it. The reactants are: CN1C(=O)CCC1.[CH:8]1([NH:11][C:12](=[O:40])[C:13]2[CH:18]=[CH:17][C:16]([C:19]3[N:23]4[CH:24]=[C:25]([C:32]([N:34]5[CH2:39][CH2:38][CH2:37][CH2:36][CH2:35]5)=[O:33])[N:26]=[C:27](S(C)(=O)=O)[C:22]4=[N:21][CH:20]=3)=[CH:15][CH:14]=2)[CH2:10][CH2:9]1.[O:41]1[CH2:46][CH2:45][CH:44]([CH2:47][NH2:48])[CH2:43][CH2:42]1.O. (2) Given the product [C:38]1([S:48]([N:6]2[C:5]3[CH:7]=[CH:8][CH:9]=[CH:10][C:4]=3[N:3]([CH:11]3[CH2:12][CH2:13][N:14]([C:17]([O:19][CH2:20][C@@H:21]([N:23]([CH2:24][C:25]4[CH:26]=[CH:27][CH:28]=[CH:29][CH:30]=4)[CH2:31][C:32]4[CH:37]=[CH:36][CH:35]=[CH:34][CH:33]=4)[CH3:22])=[O:18])[CH2:15][CH2:16]3)[C:2]2=[O:1])(=[O:50])=[O:49])[C:47]2[C:42](=[CH:43][CH:44]=[CH:45][CH:46]=2)[CH:41]=[CH:40][CH:39]=1, predict the reactants needed to synthesize it. The reactants are: [O:1]=[C:2]1[NH:6][C:5]2[CH:7]=[CH:8][CH:9]=[CH:10][C:4]=2[N:3]1[CH:11]1[CH2:16][CH2:15][N:14]([C:17]([O:19][CH2:20][C@@H:21]([N:23]([CH2:31][C:32]2[CH:37]=[CH:36][CH:35]=[CH:34][CH:33]=2)[CH2:24][C:25]2[CH:30]=[CH:29][CH:28]=[CH:27][CH:26]=2)[CH3:22])=[O:18])[CH2:13][CH2:12]1.[C:38]1([S:48](Cl)(=[O:50])=[O:49])[C:47]2[C:42](=[CH:43][CH:44]=[CH:45][CH:46]=2)[CH:41]=[CH:40][CH:39]=1. (3) Given the product [C:18]([N:21]1[CH2:26][CH2:25][N:24]([CH2:1][C:3]2[CH:4]=[C:5]([NH:10][C:11](=[O:17])[O:12][C:13]([CH3:16])([CH3:15])[CH3:14])[CH:6]=[C:7]([CH3:9])[CH:8]=2)[CH2:23][CH2:22]1)(=[O:20])[CH3:19], predict the reactants needed to synthesize it. The reactants are: [CH:1]([C:3]1[CH:4]=[C:5]([NH:10][C:11](=[O:17])[O:12][C:13]([CH3:16])([CH3:15])[CH3:14])[CH:6]=[C:7]([CH3:9])[CH:8]=1)=O.[C:18]([N:21]1[CH2:26][CH2:25][NH:24][CH2:23][CH2:22]1)(=[O:20])[CH3:19].[BH-](OC(C)=O)(OC(C)=O)OC(C)=O.[Na+].